Task: Binary Classification. Given a miRNA mature sequence and a target amino acid sequence, predict their likelihood of interaction.. Dataset: Experimentally validated miRNA-target interactions with 360,000+ pairs, plus equal number of negative samples The miRNA is hsa-miR-4265 with sequence CUGUGGGCUCAGCUCUGGG. The protein sequence of the target gene is MGPGGRVARLLAPLMWRRAVSSVAGSAVGAEPGLRLLAVQRLPVGAAFCRACQTPNFVRGLHSEPGLEERAEGTVNEGRPESDAADHTGPKFDIDMMVSLLRQENARDICVIQVPPEMRYTDYFVIVSGTSTRHLHAMAFYVVKMYKHLKCKRDPHVKIEGKDTDDWLCVDFGSMVIHLMLPETREIYELEKLWTLRSYDDQLAQIAPETVPEDFILGIEDDTSSVTPVELKCE. Result: 0 (no interaction).